Task: Predict the product of the given reaction.. Dataset: Forward reaction prediction with 1.9M reactions from USPTO patents (1976-2016) (1) Given the reactants [OH:1][C:2]1[CH:10]=[CH:9][C:5]([C:6]([OH:8])=[O:7])=[CH:4][CH:3]=1.[Na+].[I-:12].[OH-].[Na+].Cl[O-].[Na+].[O-]S([O-])(=S)=O.[Na+].[Na+].Cl, predict the reaction product. The product is: [OH:1][C:2]1[CH:10]=[CH:9][C:5]([C:6]([OH:8])=[O:7])=[CH:4][C:3]=1[I:12]. (2) Given the reactants [F:1][C:2]1[CH:3]=[CH:4][C:5]([O:20][CH3:21])=[C:6]([C:8]([CH3:19])([CH3:18])[CH2:9][C:10]([OH:17])([C:13]([F:16])([F:15])[F:14])[CH:11]=O)[CH:7]=1.[NH2:22][C:23]1[CH:32]=[CH:31][CH:30]=[C:29]2[C:24]=1[CH:25]=[N:26][N:27]=[CH:28]2.O, predict the reaction product. The product is: [F:1][C:2]1[CH:3]=[CH:4][C:5]([O:20][CH3:21])=[C:6]([C:8]([CH3:19])([CH3:18])[CH2:9][C:10]([C:13]([F:14])([F:15])[F:16])([OH:17])[CH:11]=[N:22][C:23]2[CH:32]=[CH:31][CH:30]=[C:29]3[C:24]=2[CH:25]=[N:26][N:27]=[CH:28]3)[CH:7]=1. (3) Given the reactants [NH2:1][C:2]1[CH:7]=[C:6]([Cl:8])[C:5]([OH:9])=[C:4]([Cl:10])[CH:3]=1.[CH3:11][C:12]([O:15][C:16](O[C:16]([O:15][C:12]([CH3:14])([CH3:13])[CH3:11])=[O:17])=[O:17])([CH3:14])[CH3:13], predict the reaction product. The product is: [C:12]([O:15][C:16](=[O:17])[NH:1][C:2]1[CH:7]=[C:6]([Cl:8])[C:5]([OH:9])=[C:4]([Cl:10])[CH:3]=1)([CH3:14])([CH3:13])[CH3:11].